From a dataset of Full USPTO retrosynthesis dataset with 1.9M reactions from patents (1976-2016). Predict the reactants needed to synthesize the given product. (1) Given the product [CH3:13][N:11]([CH3:12])[CH2:10][CH2:9][NH:8][C:6](=[O:7])[C:5]1[CH:14]=[CH:15][C:2]([NH:1][C:27]2[CH:26]=[N:25][CH:24]=[C:23]([C:20]3[CH:21]=[CH:22][C:17]([OH:16])=[CH:18][CH:19]=3)[N:28]=2)=[CH:3][CH:4]=1, predict the reactants needed to synthesize it. The reactants are: [NH2:1][C:2]1[CH:15]=[CH:14][C:5]([C:6]([NH:8][CH2:9][CH2:10][N:11]([CH3:13])[CH3:12])=[O:7])=[CH:4][CH:3]=1.[OH:16][C:17]1[CH:22]=[CH:21][C:20]([C:23]2[N:28]=[C:27](C3C=CC(C(O)=O)=CC=3)[CH:26]=[N:25][CH:24]=2)=[CH:19][CH:18]=1.C(N(CC)CC)C.C1C=CC2N(O)N=NC=2C=1.C(Cl)CCl. (2) Given the product [CH2:21]([O:20][C:17]1[CH:18]=[CH:19][C:14]([C:11]2[N:10]=[C:9]([C:27]#[N:28])[C:8]3[N:7]=[CH:6][N:5]([CH2:4][CH2:3][CH2:2][N:29]4[CH2:34][CH2:33][O:32][CH2:31][CH2:30]4)[C:13]=3[CH:12]=2)=[CH:15][C:16]=1[C:23]([F:26])([F:25])[F:24])[CH3:22], predict the reactants needed to synthesize it. The reactants are: Br[CH2:2][CH2:3][CH2:4][N:5]1[C:13]2[CH:12]=[C:11]([C:14]3[CH:19]=[CH:18][C:17]([O:20][CH2:21][CH3:22])=[C:16]([C:23]([F:26])([F:25])[F:24])[CH:15]=3)[N:10]=[C:9]([C:27]#[N:28])[C:8]=2[N:7]=[CH:6]1.[NH:29]1[CH2:34][CH2:33][O:32][CH2:31][CH2:30]1. (3) Given the product [CH3:14][CH:15]([CH3:25])[CH2:16][CH2:17][CH2:18][CH2:19][CH2:20][CH2:21][C:22]([O:13][CH2:12][CH2:11][CH2:10][C:5]1[CH:6]=[CH:7][C:8]([OH:9])=[C:3]([O:2][CH3:1])[CH:4]=1)=[O:23], predict the reactants needed to synthesize it. The reactants are: [CH3:1][O:2][C:3]1[CH:4]=[C:5]([CH2:10][CH2:11][CH2:12][OH:13])[CH:6]=[CH:7][C:8]=1[OH:9].[CH3:14][CH:15]([CH3:25])[CH2:16][CH2:17][CH2:18][CH2:19][CH2:20][CH2:21][C:22](O)=[O:23]. (4) Given the product [C:46]1([S:43]([O-:45])(=[O:44])=[O:42])[CH:51]=[CH:50][CH:49]=[CH:48][CH:47]=1.[C:24]([C:23]1[CH:22]=[CH:21][C:20]([N:19]2[C:15]([C:13]3[C:12]([CH3:28])=[C:11]([C:29]4[CH:34]=[CH:33][CH:32]=[C:31]([C:35]([F:38])([F:36])[F:37])[CH:30]=4)[C:10]4[N:9]([N:8]=[C:7]([NH:6][CH2:5][CH2:4][CH2:3][N+:2]([CH3:41])([CH3:1])[CH3:40])[N:39]=4)[CH:14]=3)=[CH:16][CH:17]=[N:18]2)=[CH:27][CH:26]=1)#[N:25], predict the reactants needed to synthesize it. The reactants are: [CH3:1][N:2]([CH3:40])[CH2:3][CH2:4][CH2:5][NH:6][C:7]1[N:39]=[C:10]2[C:11]([C:29]3[CH:34]=[CH:33][CH:32]=[C:31]([C:35]([F:38])([F:37])[F:36])[CH:30]=3)=[C:12]([CH3:28])[C:13]([C:15]3[N:19]([C:20]4[CH:27]=[CH:26][C:23]([C:24]#[N:25])=[CH:22][CH:21]=4)[N:18]=[CH:17][CH:16]=3)=[CH:14][N:9]2[N:8]=1.[CH3:41][O:42][S:43]([C:46]1[CH:51]=[CH:50][CH:49]=[CH:48][CH:47]=1)(=[O:45])=[O:44]. (5) Given the product [Cl:30][C:23]1[CH:24]=[C:25]([F:29])[CH:26]=[C:27]([Cl:28])[C:22]=1[C:10]#[C:11][Si:12]([CH3:15])([CH3:14])[CH3:13], predict the reactants needed to synthesize it. The reactants are: ClC1C=C(OC)C=CC=1[C:10]#[C:11][Si:12]([CH3:15])([CH3:14])[CH3:13].FC(F)(F)S(O[C:22]1[C:27]([Cl:28])=[CH:26][C:25]([F:29])=[CH:24][C:23]=1[Cl:30])(=O)=O. (6) Given the product [F:30][C:27]1[CH:28]=[CH:29][C:24]([C:9]2[C:10]3[C:15]([N:16]4[CH2:21][CH2:20][CH:19]([OH:22])[CH2:18][CH2:17]4)=[N:14][CH:13]=[N:12][C:11]=3[O:23][C:8]=2[C:5]2[CH:6]=[N:7][C:2]([NH:31][CH2:32][CH2:33][OH:34])=[CH:3][CH:4]=2)=[CH:25][CH:26]=1, predict the reactants needed to synthesize it. The reactants are: Cl[C:2]1[N:7]=[CH:6][C:5]([C:8]2[O:23][C:11]3[N:12]=[CH:13][N:14]=[C:15]([N:16]4[CH2:21][CH2:20][CH:19]([OH:22])[CH2:18][CH2:17]4)[C:10]=3[C:9]=2[C:24]2[CH:29]=[CH:28][C:27]([F:30])=[CH:26][CH:25]=2)=[CH:4][CH:3]=1.[NH2:31][CH2:32][CH2:33][OH:34].